From a dataset of Catalyst prediction with 721,799 reactions and 888 catalyst types from USPTO. Predict which catalyst facilitates the given reaction. (1) Reactant: [CH3:1][O:2][C:3](=[O:8])[CH:4]=[CH:5][O:6][CH3:7].[I:9]N1C(=O)CCC1=O.C(O)(=O)C.C(N(CC)CC)C. Product: [I:9][C:4](=[CH:5][O:6][CH3:7])[C:3]([O:2][CH3:1])=[O:8]. The catalyst class is: 229. (2) Reactant: [Cl:1][Ti:2]([Cl:5])(Cl)Cl.[CH3:6][C:7]1[CH:12]=[CH:11][CH:10]=[C:9]([CH3:13])[C:8]=1[OH:14]. Product: [CH3:6][C:7]1[CH:12]=[CH:11][CH:10]=[C:9]([CH3:13])[C:8]=1[O:14][Ti:2]([O:14][C:8]1[C:9]([CH3:13])=[CH:10][CH:11]=[CH:12][C:7]=1[CH3:6])([Cl:5])[Cl:1]. The catalyst class is: 81. (3) Reactant: [C:1]([O:5][C:6]([N:8]1[C@H:12]([CH2:13][OH:14])[CH2:11][C@@H:10]([CH:15]([CH3:17])[CH3:16])[C@@H:9]1[C:18]1[CH:23]=[CH:22][C:21]([O:24][CH3:25])=[C:20]([O:26][CH2:27][CH2:28][CH2:29][O:30][CH3:31])[CH:19]=1)=[O:7])([CH3:4])([CH3:3])[CH3:2].C(N(CC)CC)C. Product: [C:1]([O:5][C:6]([N:8]1[C@H:12]([CH:13]=[O:14])[CH2:11][C@@H:10]([CH:15]([CH3:17])[CH3:16])[C@@H:9]1[C:18]1[CH:23]=[CH:22][C:21]([O:24][CH3:25])=[C:20]([O:26][CH2:27][CH2:28][CH2:29][O:30][CH3:31])[CH:19]=1)=[O:7])([CH3:4])([CH3:3])[CH3:2]. The catalyst class is: 583. (4) Reactant: [C:1]([O:5][C:6](=[O:15])[NH:7][CH:8]1[CH2:12][CH2:11][CH:10]([CH2:13][NH2:14])[CH2:9]1)([CH3:4])([CH3:3])[CH3:2].[Cl:16][C:17]1[N:25]=[CH:24][CH:23]=[CH:22][C:18]=1[C:19](Cl)=[O:20].C(N(C(C)C)CC)(C)C. Product: [C:1]([O:5][C:6](=[O:15])[NH:7][CH:8]1[CH2:12][CH2:11][CH:10]([CH2:13][NH:14][C:19]([C:18]2[C:17]([Cl:16])=[N:25][CH:24]=[CH:23][CH:22]=2)=[O:20])[CH2:9]1)([CH3:4])([CH3:2])[CH3:3]. The catalyst class is: 4. (5) Reactant: Cl[CH2:2][CH2:3][CH2:4][S:5]([O:8][CH2:9][C:10]([CH3:23])([CH3:22])[CH2:11][CH2:12][CH2:13][O:14][CH2:15][C:16]1[CH:21]=[CH:20][CH:19]=[CH:18][CH:17]=1)(=[O:7])=[O:6].[N-:24]=[N+:25]=[N-:26].[Na+]. Product: [N:24]([CH2:2][CH2:3][CH2:4][S:5]([O:8][CH2:9][C:10]([CH3:23])([CH3:22])[CH2:11][CH2:12][CH2:13][O:14][CH2:15][C:16]1[CH:21]=[CH:20][CH:19]=[CH:18][CH:17]=1)(=[O:7])=[O:6])=[N+:25]=[N-:26]. The catalyst class is: 16. (6) Reactant: [NH:1]1[C:5]2[CH:6]=[CH:7][C:8]([NH2:10])=[CH:9][C:4]=2[N:3]=[CH:2]1.[OH:11][C:12]1[CH:13]=[CH:14][CH:15]=[C:16]2[C:21]=1[N:20]=[C:19]([CH:22]=O)[CH:18]=[CH:17]2.C([O:26][C:27](=O)[C:28](=[O:36])[CH2:29][C:30](=[O:35])[CH2:31][CH:32]([CH3:34])[CH3:33])C. Product: [NH:1]1[C:5]2[CH:6]=[CH:7][C:8]([N:10]3[CH:22]([C:19]4[CH:18]=[CH:17][C:16]5[C:21](=[C:12]([OH:11])[CH:13]=[CH:14][CH:15]=5)[N:20]=4)[C:29]([C:30](=[O:35])[CH2:31][CH:32]([CH3:34])[CH3:33])=[C:28]([OH:36])[C:27]3=[O:26])=[CH:9][C:4]=2[N:3]=[CH:2]1. The catalyst class is: 8. (7) Reactant: [C:1]([C:4]1[C:9]2[N:10]([CH2:13][C:14]([NH:16][CH2:17][C:18]3[CH:23]=[CH:22][C:21]([C:24]([CH3:27])([CH3:26])[CH3:25])=[CH:20][CH:19]=3)=[O:15])[CH:11]=[N:12][C:8]=2[CH:7]=[CH:6][CH:5]=1)(=[O:3])[CH3:2].[BH4-].[Na+]. Product: [C:24]([C:21]1[CH:20]=[CH:19][C:18]([CH2:17][NH:16][C:14](=[O:15])[CH2:13][N:10]2[C:9]3[C:4]([CH:1]([OH:3])[CH3:2])=[CH:5][CH:6]=[CH:7][C:8]=3[N:12]=[CH:11]2)=[CH:23][CH:22]=1)([CH3:25])([CH3:26])[CH3:27]. The catalyst class is: 8.